Task: Predict the product of the given reaction.. Dataset: Forward reaction prediction with 1.9M reactions from USPTO patents (1976-2016) (1) Given the reactants [CH3:1][C:2]1([C:7]2[O:11][C:10]([CH2:12][N:13]3[N:17]=[C:16]([NH2:18])[CH:15]=[N:14]3)=[CH:9][CH:8]=2)[O:6]CCO1.[C:19]1([CH3:30])[CH:24]=[CH:23][C:22](/[CH:25]=[CH:26]/[C:27](O)=[O:28])=[CH:21][CH:20]=1, predict the reaction product. The product is: [C:2]([C:7]1[O:11][C:10]([CH2:12][N:13]2[N:17]=[C:16]([NH:18][C:27](=[O:28])/[CH:26]=[CH:25]/[C:22]3[CH:23]=[CH:24][C:19]([CH3:30])=[CH:20][CH:21]=3)[CH:15]=[N:14]2)=[CH:9][CH:8]=1)(=[O:6])[CH3:1]. (2) Given the reactants C[O:2][C:3](OC)([CH3:7])[C:4](=O)[CH3:5].[C:10]([O:17][CH2:18][CH3:19])(=[O:16])[C:11](OCC)=O.[O-]CC.[Na+].Cl.[NH2:25][NH2:26], predict the reaction product. The product is: [CH2:18]([O:17][C:10]([C:11]1[CH:5]=[C:4]([C:3](=[O:2])[CH3:7])[NH:26][N:25]=1)=[O:16])[CH3:19]. (3) Given the reactants C(=O)([O-])[O-].[K+].[K+].[Br:7][C:8]1[CH:9]=[CH:10][C:11]2[O:15][CH:14]([CH:16]3[CH2:21][CH2:20][N:19](C(=O)C(F)(F)F)[CH2:18][CH2:17]3)[CH2:13][C:12]=2[CH:28]=1.CO.O, predict the reaction product. The product is: [Br:7][C:8]1[CH:9]=[CH:10][C:11]2[O:15][CH:14]([CH:16]3[CH2:17][CH2:18][NH:19][CH2:20][CH2:21]3)[CH2:13][C:12]=2[CH:28]=1. (4) The product is: [CH3:23][O:22][C:17]1[CH:16]=[C:15]2[C:20](=[CH:19][CH:18]=1)[CH:21]=[C:12]([CH:11]([CH3:10])[C:24]([O:9][CH2:8][CH2:7][C:2]1[CH:3]=[CH:4][CH:5]=[CH:6][N:1]=1)=[O:25])[CH:13]=[CH:14]2. Given the reactants [N:1]1[CH:6]=[CH:5][CH:4]=[CH:3][C:2]=1[CH2:7][CH2:8][OH:9].[CH3:10][C@H:11]([C:24](O)=[O:25])[C:12]1[CH:13]=[CH:14][C:15]2[CH:16]=[C:17]([O:22][CH3:23])[CH:18]=[CH:19][C:20]=2[CH:21]=1.CN(C1C=CC=CN=1)C.Cl.C(N=C=NCCCN(C)C)C.Cl, predict the reaction product. (5) Given the reactants [F:1][C:2]1[CH:3]=[C:4]([N:8]2[C:12]([CH3:13])=[C:11]([CH:14]([N:16]([CH2:28][C:29]3[N:30]([C:34]4[S:35][CH:36]=[CH:37][N:38]=4)[CH:31]=[CH:32][CH:33]=3)[CH2:17][C:18]3[N:19]([C:23]4[S:24][CH:25]=[CH:26][N:27]=4)[CH:20]=[CH:21][CH:22]=3)[CH3:15])[CH:10]=[N:9]2)[CH:5]=[CH:6][CH:7]=1, predict the reaction product. The product is: [F:1][C:2]1[CH:3]=[C:4]([N:8]2[C:12]([CH3:13])=[C:11]([C@H:14]([N:16]([CH2:28][C:29]3[N:30]([C:34]4[S:35][CH:36]=[CH:37][N:38]=4)[CH:31]=[CH:32][CH:33]=3)[CH2:17][C:18]3[N:19]([C:23]4[S:24][CH:25]=[CH:26][N:27]=4)[CH:20]=[CH:21][CH:22]=3)[CH3:15])[CH:10]=[N:9]2)[CH:5]=[CH:6][CH:7]=1. (6) Given the reactants [Cl:1][CH2:2][CH2:3][CH2:4][S:5]([N:8](S(CCCCl)(=O)=O)[C:9]1[CH:17]=[C:16]([C:18]([O:20]C)=[O:19])[CH:15]=[C:14]2[C:10]=1[CH:11]=[CH:12][N:13]2[CH2:22][CH3:23])(=[O:7])=[O:6].[OH-].[Na+], predict the reaction product. The product is: [Cl:1][CH2:2][CH2:3][CH2:4][S:5]([NH:8][C:9]1[CH:17]=[C:16]([C:18]([OH:20])=[O:19])[CH:15]=[C:14]2[C:10]=1[CH:11]=[CH:12][N:13]2[CH2:22][CH3:23])(=[O:6])=[O:7]. (7) Given the reactants [CH:1]1[CH:2]=[N:3][C:4]2[C:9]([N:10]=1)=[CH:8][C:7]1[CH:11]3[CH2:16][NH:15][CH2:14][CH:13]([C:6]=1[CH:5]=2)[CH2:12]3.[ClH:17], predict the reaction product. The product is: [CH2:12]1[CH:13]2[C:6]3[C:7]([CH:11]1[CH2:16][NH:15][CH2:14]2)=[CH:8][C:9]1[C:4](=[N:3][CH:2]=[CH:1][N:10]=1)[CH:5]=3.[ClH:17]. (8) Given the reactants C(O)(C(F)(F)F)=O.[CH3:8][C:9]1[CH:18]=[C:17]([CH2:19][O:20][CH:21]2[CH2:26][CH2:25][NH:24][CH2:23][CH2:22]2)[C:16]2[C:11](=[CH:12][CH:13]=[CH:14][CH:15]=2)[N:10]=1.C(N(CC)CC)C.[CH3:34][S:35](Cl)(=[O:37])=[O:36], predict the reaction product. The product is: [CH3:8][C:9]1[CH:18]=[C:17]([CH2:19][O:20][CH:21]2[CH2:26][CH2:25][N:24]([S:35]([CH3:34])(=[O:37])=[O:36])[CH2:23][CH2:22]2)[C:16]2[C:11](=[CH:12][CH:13]=[CH:14][CH:15]=2)[N:10]=1. (9) Given the reactants [CH3:1][C:2]1[O:3][C:4]([C:9]2[CH:14]=[CH:13][CH:12]=[CH:11][CH:10]=2)=[CH:5][C:6]=1[CH:7]=[O:8].[CH:15]1([Mg]Br)[CH2:19][CH2:18][CH2:17][CH2:16]1.O1CCCC1.Cl.O, predict the reaction product. The product is: [CH:15]1([CH:7]([C:6]2[CH:5]=[C:4]([C:9]3[CH:14]=[CH:13][CH:12]=[CH:11][CH:10]=3)[O:3][C:2]=2[CH3:1])[OH:8])[CH2:19][CH2:18][CH2:17][CH2:16]1. (10) Given the reactants C(NC(C)C)(C)C.[Li]CCCC.[C:13]1([C:23]2[CH:28]=[CH:27][CH:26]=[CH:25][CH:24]=2)[CH:18]=[CH:17][CH:16]=[C:15]([CH2:19][C:20]([OH:22])=[O:21])[CH:14]=1.Br[CH2:30][C:31]([CH3:33])=[CH2:32], predict the reaction product. The product is: [C:13]1([C:23]2[CH:28]=[CH:27][CH:26]=[CH:25][CH:24]=2)[CH:18]=[CH:17][CH:16]=[C:15]([CH:19]([CH2:32][C:31]([CH3:33])=[CH2:30])[C:20]([OH:22])=[O:21])[CH:14]=1.